This data is from Forward reaction prediction with 1.9M reactions from USPTO patents (1976-2016). The task is: Predict the product of the given reaction. (1) The product is: [CH3:27][O:26][CH2:2][C:3]1([OH:1])[CH2:4][CH2:5][N:6]([C:9]2[CH:10]=[CH:11][C:12]([N:15]3[CH2:19][C@H:18]([CH2:20][NH:21][C:22](=[O:24])[CH3:23])[O:17][C:16]3=[O:25])=[CH:13][CH:14]=2)[CH2:7][CH2:8]1. Given the reactants [O:1]1[C:3]2([CH2:8][CH2:7][N:6]([C:9]3[CH:14]=[CH:13][C:12]([N:15]4[CH2:19][C@H:18]([CH2:20][NH:21][C:22](=[O:24])[CH3:23])[O:17][C:16]4=[O:25])=[CH:11][CH:10]=3)[CH2:5][CH2:4]2)[CH2:2]1.[O-:26][CH2:27]C.[Na+], predict the reaction product. (2) Given the reactants [C:1]([O:5][C:6](=[O:26])[NH:7][CH2:8][C:9]1[CH:14]=[CH:13][C:12]([Cl:15])=[CH:11][C:10]=1[CH2:16][NH:17][C:18]([C@@H:20]1[CH2:25][S:24][CH2:23][CH2:22][NH:21]1)=[O:19])([CH3:4])([CH3:3])[CH3:2].C(N(CC)CC)C.[C:34]([O:37][C@H:38]([C:42]([CH3:45])([CH3:44])[CH3:43])[C:39](Cl)=[O:40])(=[O:36])[CH3:35], predict the reaction product. The product is: [C:34]([O:37][C@H:38]([C:42]([CH3:45])([CH3:44])[CH3:43])[C:39]([N:21]1[CH2:22][CH2:23][S:24][CH2:25][C@H:20]1[C:18](=[O:19])[NH:17][CH2:16][C:10]1[CH:11]=[C:12]([Cl:15])[CH:13]=[CH:14][C:9]=1[CH2:8][NH:7][C:6]([O:5][C:1]([CH3:4])([CH3:2])[CH3:3])=[O:26])=[O:40])(=[O:36])[CH3:35]. (3) Given the reactants Br[CH2:2][C:3]1[CH:24]=[CH:23][C:6]([C:7]([NH:9][C:10]2[CH:15]=[CH:14][C:13]([Cl:16])=[C:12]([C:17]3[CH:22]=[CH:21][CH:20]=[CH:19][N:18]=3)[CH:11]=2)=[O:8])=[CH:5][CH:4]=1.[NH:25]1[CH2:30][CH2:29][CH2:28][CH2:27][CH2:26]1, predict the reaction product. The product is: [Cl:16][C:13]1[CH:14]=[CH:15][C:10]([NH:9][C:7](=[O:8])[C:6]2[CH:23]=[CH:24][C:3]([CH2:2][N:25]3[CH2:30][CH2:29][CH2:28][CH2:27][CH2:26]3)=[CH:4][CH:5]=2)=[CH:11][C:12]=1[C:17]1[CH:22]=[CH:21][CH:20]=[CH:19][N:18]=1. (4) Given the reactants [Br:1][C:2]1[CH:3]=[CH:4][CH:5]=[C:6]2[C:10]=1[NH:9][N:8]=[C:7]2[C:11]([C:13]1[CH:18]=[CH:17][C:16]([Cl:19])=[CH:15][CH:14]=1)=[O:12].[O:20]([C:22]1[CH:29]=[CH:28][C:25]([CH2:26]Cl)=[CH:24][CH:23]=1)[CH3:21].C(=O)([O-])[O-].[Cs+].[Cs+].O, predict the reaction product. The product is: [Br:1][C:2]1[CH:3]=[CH:4][CH:5]=[C:6]2[C:10]=1[N:9]([CH2:26][C:25]1[CH:28]=[CH:29][C:22]([O:20][CH3:21])=[CH:23][CH:24]=1)[N:8]=[C:7]2[C:11]([C:13]1[CH:18]=[CH:17][C:16]([Cl:19])=[CH:15][CH:14]=1)=[O:12].